From a dataset of Full USPTO retrosynthesis dataset with 1.9M reactions from patents (1976-2016). Predict the reactants needed to synthesize the given product. (1) Given the product [C:28]([CH:14]1[C:15]([C:22]2[CH:23]=[CH:24][CH:25]=[CH:26][CH:27]=2)([C:16]2[CH:21]=[CH:20][CH:19]=[CH:18][CH:17]=2)[C:12]([CH2:33][O:34][SiH3:35])([NH:11][C:9](=[O:10])[NH2:8])[CH:13]1[F:32])([CH3:31])([CH3:29])[CH3:30], predict the reactants needed to synthesize it. The reactants are: C([NH:8][C:9]([NH:11][C:12]1([CH2:33][O:34][SiH3:35])[C:15]([C:22]2[CH:27]=[CH:26][CH:25]=[CH:24][CH:23]=2)([C:16]2[CH:21]=[CH:20][CH:19]=[CH:18][CH:17]=2)[CH:14]([C:28]([CH3:31])([CH3:30])[CH3:29])[CH:13]1[F:32])=[O:10])C1C=CC=CC=1. (2) Given the product [CH3:1][N:2]1[CH2:15][CH2:14][C:13]2[C:12]3[CH:11]=[C:10]([CH3:16])[CH:9]=[CH:8][C:7]=3[N:6]([CH2:34][C:35]([NH:37][CH:38]([CH3:40])[CH3:39])=[O:36])[C:5]=2[CH2:4][CH2:3]1, predict the reactants needed to synthesize it. The reactants are: [CH3:1][N:2]1[CH2:15][CH2:14][C:13]2[C:12]3[CH:11]=[C:10]([CH3:16])[CH:9]=[CH:8][C:7]=3[NH:6][C:5]=2[CH2:4][CH2:3]1.N1CCC[C@H]1C(O)=O.[O-]P([O-])([O-])=O.[K+].[K+].[K+].Cl[CH2:34][C:35]([NH:37][CH:38]([CH3:40])[CH3:39])=[O:36]. (3) Given the product [NH2:34][C:33]1[C:32]2[C:27](=[CH:28][N:29]=[CH:30][CH:31]=2)[NH:26][C:21](=[O:23])[C:20]=1[C:12]1[NH:13][C:14]2=[N:15][CH:16]=[CH:17][CH:18]=[C:19]2[N:11]=1, predict the reactants needed to synthesize it. The reactants are: [Li+].C[Si]([N-][Si](C)(C)C)(C)C.[N:11]1[C:19]2[C:14](=[N:15][CH:16]=[CH:17][CH:18]=2)[NH:13][C:12]=1[CH2:20][C:21]([O:23]CC)=O.[NH2:26][C:27]1[CH:28]=[N:29][CH:30]=[CH:31][C:32]=1[C:33]#[N:34]. (4) Given the product [CH:2]([C:3]1[N:29]([C@H:30]2[CH2:31][CH2:32][C@H:33]([CH2:36][C:37]#[N:38])[CH2:34][CH2:35]2)[C:21]2=[C:22]3[S:28][CH:27]=[CH:26][C:23]3=[N:24][CH:25]=[C:20]2[N:5]=1)([CH3:6])[CH3:1], predict the reactants needed to synthesize it. The reactants are: [CH3:1][CH:2]([CH3:6])[C:3]([NH2:5])=O.F[B-](F)(F)F.C([O+](CC)CC)C.N[C:20]1[C:21]([NH:29][C@H:30]2[CH2:35][CH2:34][C@H:33]([CH2:36][C:37]#[N:38])[CH2:32][CH2:31]2)=[C:22]2[S:28][CH:27]=[CH:26][C:23]2=[N:24][CH:25]=1. (5) Given the product [F:1][C:2]1[CH:7]=[CH:6][C:5]([NH:8][C:9]2[S:13][C:12]3=[N:14][CH:15]=[C:16]([C:25]4[CH:26]=[CH:27][C:22]([NH:21][C:18](=[O:20])[CH3:19])=[CH:23][CH:24]=4)[N:11]3[N:10]=2)=[CH:4][CH:3]=1, predict the reactants needed to synthesize it. The reactants are: [F:1][C:2]1[CH:7]=[CH:6][C:5]([NH:8][C:9]2[S:13][C:12]3=[N:14][CH:15]=[C:16](I)[N:11]3[N:10]=2)=[CH:4][CH:3]=1.[C:18]([NH:21][C:22]1[CH:27]=[CH:26][C:25](B(O)O)=[CH:24][CH:23]=1)(=[O:20])[CH3:19].C(=O)([O-])[O-].[Cs+].[Cs+].O.